From a dataset of Full USPTO retrosynthesis dataset with 1.9M reactions from patents (1976-2016). Predict the reactants needed to synthesize the given product. (1) Given the product [F:18][C:19]1[CH:45]=[C:44]([F:46])[CH:43]=[CH:42][C:20]=1[O:21][CH:22]1[CH2:23][CH2:24][N:25]([C:28]2[N:29]=[C:30]3[CH2:41][CH2:40][N:39]([CH3:2])[CH2:38][C:31]3=[N:32][C:33]=2[NH:34][CH:35]([CH3:37])[CH3:36])[CH2:26][CH2:27]1.[C:12]([OH:13])([C:14]([F:17])([F:16])[F:15])=[O:11], predict the reactants needed to synthesize it. The reactants are: [Na].[CH3:2]CN(C(C)C)C(C)C.[OH:11][C:12]([C:14]([F:17])([F:16])[F:15])=[O:13].[F:18][C:19]1[CH:45]=[C:44]([F:46])[CH:43]=[CH:42][C:20]=1[O:21][CH:22]1[CH2:27][CH2:26][N:25]([C:28]2[N:29]=[C:30]3[CH2:41][CH2:40][NH:39][CH2:38][C:31]3=[N:32][C:33]=2[NH:34][CH:35]([CH3:37])[CH3:36])[CH2:24][CH2:23]1.C=O. (2) Given the product [CH3:24][N:25]1[CH2:30][CH2:29][N:28]([CH2:31][CH2:32][O:1][C:2]2[CH:3]=[CH:4][C:5]3[C:6]4[N:14]=[C:13]([C:15]5[CH:20]=[CH:19][CH:18]=[CH:17][CH:16]=5)[CH:12]=[C:11]([C:21]([NH2:23])=[O:22])[C:7]=4[NH:8][C:9]=3[CH:10]=2)[CH2:27][CH2:26]1, predict the reactants needed to synthesize it. The reactants are: [OH:1][C:2]1[CH:3]=[CH:4][C:5]2[C:6]3[N:14]=[C:13]([C:15]4[CH:20]=[CH:19][CH:18]=[CH:17][CH:16]=4)[CH:12]=[C:11]([C:21]([NH2:23])=[O:22])[C:7]=3[NH:8][C:9]=2[CH:10]=1.[CH3:24][N:25]1[CH2:30][CH2:29][N:28]([CH2:31][CH2:32]O)[CH2:27][CH2:26]1. (3) Given the product [CH2:17]([O:16][C:14](=[O:15])[C:13]([F:20])([F:19])[C:2]1[CH:11]=[CH:10][C:9]2[C:4](=[CH:5][CH:6]=[CH:7][CH:8]=2)[N:3]=1)[CH3:18], predict the reactants needed to synthesize it. The reactants are: Br[C:2]1[CH:11]=[CH:10][C:9]2[C:4](=[CH:5][CH:6]=[CH:7][CH:8]=2)[N:3]=1.Br[C:13]([F:20])([F:19])[C:14]([O:16][CH2:17][CH3:18])=[O:15]. (4) Given the product [CH3:1][C:2]1[N:3]([CH2:19][C:20]2[CH:25]=[CH:24][CH:23]=[C:22]([CH3:26])[N:21]=2)[CH:4]=[C:5]([C:7]#[C:8][C:9]2[CH:10]=[C:11]([CH:14]=[CH:15][CH:16]=2)[C:12]#[N:13])[N:6]=1, predict the reactants needed to synthesize it. The reactants are: [CH3:1][C:2]1[NH:3][CH:4]=[C:5]([C:7]#[C:8][C:9]2[CH:10]=[C:11]([CH:14]=[CH:15][CH:16]=2)[C:12]#[N:13])[N:6]=1.Cl.Cl[CH2:19][C:20]1[CH:25]=[CH:24][CH:23]=[C:22]([CH3:26])[N:21]=1. (5) Given the product [Si:1]([O:8][CH2:9][C:10]1([CH3:38])[S:16][CH2:15][CH2:14][N:13]2[C:17]([C:20]3([C:23]4[CH:28]=[CH:27][C:26]([C:40]5[C:41]([C:46]#[N:47])=[N:42][CH:43]=[CH:44][CH:45]=5)=[CH:25][CH:24]=4)[CH2:22][CH2:21]3)=[N:18][N:19]=[C:12]2[CH2:11]1)([C:4]([CH3:5])([CH3:7])[CH3:6])([CH3:3])[CH3:2], predict the reactants needed to synthesize it. The reactants are: [Si:1]([O:8][CH2:9][C:10]1([CH3:38])[S:16][CH2:15][CH2:14][N:13]2[C:17]([C:20]3([C:23]4[CH:28]=[CH:27][C:26](B5OC(C)(C)C(C)(C)O5)=[CH:25][CH:24]=4)[CH2:22][CH2:21]3)=[N:18][N:19]=[C:12]2[CH2:11]1)([C:4]([CH3:7])([CH3:6])[CH3:5])([CH3:3])[CH3:2].Br[C:40]1[C:41]([C:46]#[N:47])=[N:42][CH:43]=[CH:44][CH:45]=1.C(=O)([O-])[O-].[K+].[K+].C(=O)([O-])O.[Na+]. (6) Given the product [Cl:1][C:2]1[CH:7]=[CH:6][C:5]([S:8]([N:11]([CH2:27][C:26]2[CH:29]=[CH:30][C:23]([O:22][CH3:21])=[CH:24][CH:25]=2)[C@H:12]([C:15]2[CH:16]=[CH:17][CH:18]=[CH:19][CH:20]=2)[CH2:13][CH3:14])(=[O:10])=[O:9])=[CH:4][CH:3]=1, predict the reactants needed to synthesize it. The reactants are: [Cl:1][C:2]1[CH:7]=[CH:6][C:5]([S:8]([NH:11][C@H:12]([C:15]2[CH:20]=[CH:19][CH:18]=[CH:17][CH:16]=2)[CH2:13][CH3:14])(=[O:10])=[O:9])=[CH:4][CH:3]=1.[CH3:21][O:22][C:23]1[CH:30]=[CH:29][C:26]([CH2:27]O)=[CH:25][CH:24]=1. (7) Given the product [CH3:1][O:2][C:3]1[CH:8]=[CH:7][CH:6]=[CH:5][C:4]=1[NH:9][C:12]1[CH2:13][CH2:14][CH2:15][CH2:16][CH2:17][N:18]=1, predict the reactants needed to synthesize it. The reactants are: [CH3:1][O:2][C:3]1[C:4]([NH2:9])=[CH:5][CH:6]=[CH:7][CH:8]=1.CO[C:12]1[CH2:13][CH2:14][CH2:15][CH2:16][CH2:17][N:18]=1. (8) Given the product [Br:1][C:2]1[CH:3]=[N:4][N:5]2[CH:10]=[CH:9][C:8]([NH:11][C@@H:12]([CH:25]([CH3:27])[CH3:26])[CH2:13][NH2:14])=[N:7][C:6]=12, predict the reactants needed to synthesize it. The reactants are: [Br:1][C:2]1[CH:3]=[N:4][N:5]2[CH:10]=[CH:9][C:8]([NH:11][C@@H:12]([CH:25]([CH3:27])[CH3:26])[CH2:13][N:14]3C(=O)C4C(=CC=CC=4)C3=O)=[N:7][C:6]=12.CNN. (9) Given the product [CH3:19][O:15][C:14](=[O:16])[CH2:13][CH:10]1[CH2:11][CH2:12][N:8]([C:6]([O:5][C:1]([CH3:4])([CH3:2])[CH3:3])=[O:7])[CH2:9]1, predict the reactants needed to synthesize it. The reactants are: [C:1]([O:5][C:6]([N:8]1[CH2:12][CH2:11][CH:10]([CH2:13][C:14]([OH:16])=[O:15])[CH2:9]1)=[O:7])([CH3:4])([CH3:3])[CH3:2].CI.[C:19]([O-])([O-])=O.[K+].[K+].